From a dataset of Forward reaction prediction with 1.9M reactions from USPTO patents (1976-2016). Predict the product of the given reaction. (1) The product is: [CH3:20][O:19][C:14]1[CH:15]=[C:16]2[C:11](=[CH:12][C:13]=1[O:21][CH3:22])[N:10]=[C:9]([NH:8][C@@H:2]1[CH2:3][C@@H:4]3[CH2:7][C@H:1]1[CH2:6][C@H:5]3[OH:24])[CH:18]=[N:17]2. Given the reactants [C@H:1]12[CH2:7][C@H:4]([CH2:5][CH2:6]1)[CH2:3][C@H:2]2[NH:8][C:9]1[CH:18]=[N:17][C:16]2[C:11](=[CH:12][C:13]([O:21][CH3:22])=[C:14]([O:19][CH3:20])[CH:15]=2)[N:10]=1.C[OH:24], predict the reaction product. (2) Given the reactants Br[C:2]1[C:3]([NH:9][CH2:10][C:11]([O:13][CH2:14][CH3:15])=[O:12])=[N:4][CH:5]=[C:6]([Br:8])[N:7]=1.Cl.[CH3:17][O:18][C@H:19]1[CH2:24][CH2:23][C@H:22]([NH2:25])[CH2:21][CH2:20]1.CCN(C(C)C)C(C)C.[Cl-].[Na+], predict the reaction product. The product is: [Br:8][C:6]1[N:7]=[C:2]([NH:25][C@H:22]2[CH2:23][CH2:24][C@H:19]([O:18][CH3:17])[CH2:20][CH2:21]2)[C:3]([NH:9][CH2:10][C:11]([O:13][CH2:14][CH3:15])=[O:12])=[N:4][CH:5]=1. (3) Given the reactants [I:1]I.[CH3:3][O:4][C:5]1[CH:10]=[CH:9][C:8]([C:11]2[CH:15]=[C:14]([C:16]([O:18][CH3:19])=[O:17])[N:13]([CH3:20])[N:12]=2)=[CH:7][CH:6]=1, predict the reaction product. The product is: [I:1][C:15]1[C:11]([C:8]2[CH:7]=[CH:6][C:5]([O:4][CH3:3])=[CH:10][CH:9]=2)=[N:12][N:13]([CH3:20])[C:14]=1[C:16]([O:18][CH3:19])=[O:17]. (4) Given the reactants [CH2:1]([O:3][C:4]1[C:13]([NH:14][C:15](=[O:23])OC2C=CC=CC=2)=[N:12][C:11]2[C:6](=[CH:7][CH:8]=[CH:9][CH:10]=2)[N:5]=1)[CH3:2].[CH3:24][O:25][C:26]1[CH:27]=[C:28]([N:34]2[CH2:39][CH2:38][NH:37][CH2:36][CH2:35]2)[CH:29]=[C:30]([O:32][CH3:33])[CH:31]=1, predict the reaction product. The product is: [CH2:1]([O:3][C:4]1[C:13]([NH:14][C:15]([N:37]2[CH2:36][CH2:35][N:34]([C:28]3[CH:27]=[C:26]([O:25][CH3:24])[CH:31]=[C:30]([O:32][CH3:33])[CH:29]=3)[CH2:39][CH2:38]2)=[O:23])=[N:12][C:11]2[C:6](=[CH:7][CH:8]=[CH:9][CH:10]=2)[N:5]=1)[CH3:2]. (5) Given the reactants [OH:1][C:2]1[CH:3]=[CH:4][C:5]([CH3:12])=[C:6]([CH:11]=1)[C:7]([O:9][CH3:10])=[O:8].[Cl:13][C:14]1[CH:19]=[C:18]([N+:20]([O-:22])=[O:21])[CH:17]=[CH:16][C:15]=1F.C(=O)([O-])[O-].[K+].[K+], predict the reaction product. The product is: [Cl:13][C:14]1[CH:19]=[C:18]([N+:20]([O-:22])=[O:21])[CH:17]=[CH:16][C:15]=1[O:1][C:2]1[CH:3]=[CH:4][C:5]([CH3:12])=[C:6]([CH:11]=1)[C:7]([O:9][CH3:10])=[O:8]. (6) The product is: [CH2:27]([N:45]1[CH:49]=[C:48]([C:2]2[S:3][CH:4]=[C:5]([C:7]([NH:9][C:10]3[CH:18]=[C:17]4[C:13]([CH:14]=[N:15][N:16]4[CH2:19][O:20][CH2:21][CH2:22][Si:23]([CH3:26])([CH3:25])[CH3:24])=[CH:12][C:11]=3[C:27]3[CH:28]=[C:29]([CH:39]=[CH:40][CH:41]=3)[CH2:30][NH:31][C:32](=[O:38])[O:33][C:34]([CH3:37])([CH3:36])[CH3:35])=[O:8])[N:6]=2)[CH:47]=[N:46]1)[C:11]1[CH:12]=[CH:13][CH:17]=[CH:18][CH:10]=1. Given the reactants Br[C:2]1[S:3][CH:4]=[C:5]([C:7]([NH:9][C:10]2[CH:18]=[C:17]3[C:13]([CH:14]=[N:15][N:16]3[CH2:19][O:20][CH2:21][CH2:22][Si:23]([CH3:26])([CH3:25])[CH3:24])=[CH:12][C:11]=2[C:27]2[CH:28]=[C:29]([CH:39]=[CH:40][CH:41]=2)[CH2:30][NH:31][C:32](=[O:38])[O:33][C:34]([CH3:37])([CH3:36])[CH3:35])=[O:8])[N:6]=1.B(O)O.[NH:45]1[CH:49]=[CH:48][CH:47]=[N:46]1.C(Cl)Cl.C([O-])([O-])=O.[K+].[K+], predict the reaction product. (7) Given the reactants Cl.[CH:2]([N:5]1[C:13]2[C:8](=[CH:9][C:10]([C:14]3[O:18][N:17]=[C:16]([C:19]4[CH:28]=[CH:27][CH:26]=[C:25]5[C:20]=4[CH2:21][CH2:22][NH:23][CH2:24]5)[N:15]=3)=[CH:11][CH:12]=2)[CH:7]=[N:6]1)([CH3:4])[CH3:3].Br[CH2:30][C:31]([O:33][CH2:34][CH3:35])=[O:32], predict the reaction product. The product is: [CH2:34]([O:33][C:31](=[O:32])[CH2:30][N:23]1[CH2:22][CH2:21][C:20]2[C:25](=[CH:26][CH:27]=[CH:28][C:19]=2[C:16]2[N:15]=[C:14]([C:10]3[CH:9]=[C:8]4[C:13](=[CH:12][CH:11]=3)[N:5]([CH:2]([CH3:4])[CH3:3])[N:6]=[CH:7]4)[O:18][N:17]=2)[CH2:24]1)[CH3:35]. (8) Given the reactants [C:1]([CH2:3][CH2:4][O:5][C@H:6]1[CH2:10][CH2:9][N:8](C(OC(C)(C)C)=O)[CH2:7]1)#[N:2].FC(F)(F)C(O)=O, predict the reaction product. The product is: [NH3:2].[NH:8]1[CH2:9][CH2:10][C@H:6]([O:5][CH2:4][CH2:3][C:1]#[N:2])[CH2:7]1.